The task is: Predict the product of the given reaction.. This data is from Forward reaction prediction with 1.9M reactions from USPTO patents (1976-2016). The product is: [NH2:21][C:16]1[CH:15]=[C:14]([NH:13][C:11]([NH:10][C:8]2[N:7]([C:24]3[CH:25]=[CH:26][C:27]([CH3:30])=[CH:28][CH:29]=3)[N:6]=[C:5]([C:1]([CH3:4])([CH3:3])[CH3:2])[CH:9]=2)=[O:12])[CH:19]=[CH:18][C:17]=1[CH3:20]. Given the reactants [C:1]([C:5]1[CH:9]=[C:8]([NH:10][C:11]([NH:13][C:14]2[CH:19]=[CH:18][C:17]([CH3:20])=[C:16]([N+:21]([O-])=O)[CH:15]=2)=[O:12])[N:7]([C:24]2[CH:29]=[CH:28][C:27]([CH3:30])=[CH:26][CH:25]=2)[N:6]=1)([CH3:4])([CH3:3])[CH3:2].[H][H], predict the reaction product.